Dataset: Forward reaction prediction with 1.9M reactions from USPTO patents (1976-2016). Task: Predict the product of the given reaction. (1) Given the reactants BrC[C@@H:3]([OH:11])[C@H:4]1[O:9][C:7](=[O:8])[CH2:6][C@H:5]1[OH:10].[BH4-].[Na+], predict the reaction product. The product is: [C:7]1(=[O:8])[O:9][C@@H:4]([CH2:3][OH:11])[C@H:5]([OH:10])[CH2:6]1. (2) Given the reactants [C:1]([C:5]1[CH:15]=[C:8]2[N:9]=[CH:10][C:11]([C:13]#[CH:14])=[CH:12][N:7]2[N:6]=1)([CH3:4])([CH3:3])[CH3:2].I[C:17]1[CH:18]=[CH:19][C:20]([NH2:23])=[N:21][CH:22]=1, predict the reaction product. The product is: [C:1]([C:5]1[CH:15]=[C:8]2[N:9]=[CH:10][C:11]([C:13]#[C:14][C:17]3[CH:18]=[CH:19][C:20]([NH2:23])=[N:21][CH:22]=3)=[CH:12][N:7]2[N:6]=1)([CH3:4])([CH3:3])[CH3:2]. (3) Given the reactants FC(F)(F)S(O[C:7]1[C:8]([CH3:48])([CH3:47])[C@H:9]2[C@:22]([CH3:25])([CH2:23][CH:24]=1)[C@@H:21]1[C@:12]([CH3:46])([C@@:13]3([CH3:45])[C@H:18]([CH2:19][CH2:20]1)[C@H:17]1[C@H:26]([C:29]([CH3:31])=[CH2:30])[CH2:27][CH2:28][C@:16]1([NH:32][CH2:33][CH2:34][N:35]1[CH2:40][CH2:39][CH:38]([S:41]([CH3:44])(=[O:43])=[O:42])[CH2:37][CH2:36]1)[CH2:15][CH2:14]3)[CH2:11][CH2:10]2)(=O)=O.[F:51][CH2:52][C:53]1([C:68]([O:70][CH2:71][CH3:72])=[O:69])[CH2:58][CH2:57][C:56](B2OC(C)(C)C(C)(C)O2)=[CH:55][CH2:54]1.O.C(=O)([O-])[O-].[Na+].[Na+].O, predict the reaction product. The product is: [F:51][CH2:52][C:53]1([C:68]([O:70][CH2:71][CH3:72])=[O:69])[CH2:58][CH2:57][C:56]([C:7]2[C:8]([CH3:48])([CH3:47])[C@H:9]3[C@:22]([CH3:25])([CH2:23][CH:24]=2)[C@@H:21]2[C@:12]([CH3:46])([C@@:13]4([CH3:45])[C@H:18]([CH2:19][CH2:20]2)[C@H:17]2[C@H:26]([C:29]([CH3:31])=[CH2:30])[CH2:27][CH2:28][C@:16]2([NH:32][CH2:33][CH2:34][N:35]2[CH2:40][CH2:39][CH:38]([S:41]([CH3:44])(=[O:42])=[O:43])[CH2:37][CH2:36]2)[CH2:15][CH2:14]4)[CH2:11][CH2:10]3)=[CH:55][CH2:54]1. (4) Given the reactants [C:1]([N:8]1[CH2:13][CH2:12][C:11](=O)[CH2:10][CH2:9]1)([O:3][C:4]([CH3:7])([CH3:6])[CH3:5])=[O:2].[CH2:15]([NH2:19])[CH:16]([CH3:18])[CH3:17], predict the reaction product. The product is: [C:4]([O:3][C:1]([N:8]1[CH2:13][CH2:12][CH:11]([NH:19][CH2:15][CH:16]([CH3:18])[CH3:17])[CH2:10][CH2:9]1)=[O:2])([CH3:7])([CH3:6])[CH3:5]. (5) Given the reactants [C:1]([O:4][C@@H:5]1[C@@H:10](OC(=O)C)[CH:9]=[CH:8][O:7][CH2:6]1)(=[O:3])[CH3:2].C([SiH](CC)CC)C, predict the reaction product. The product is: [C:1]([O:4][C@@H:5]1[CH:10]=[CH:9][CH2:8][O:7][CH2:6]1)(=[O:3])[CH3:2]. (6) Given the reactants [CH:1]1([C@H:7]([NH:12][C:13]([C@@H:15]([NH:20][C:21]([C@@H:23]2[CH2:28][C@@H:27]3[CH2:29][C@H:24]2[C:25](=[O:30])[O:26]3)=[O:22])[C:16]([CH3:19])([CH3:18])[CH3:17])=[O:14])[C:8]([NH:10][CH3:11])=[O:9])[CH2:6][CH2:5][CH2:4][CH2:3][CH2:2]1.[Li+].[OH-].Cl.[CH2:34]([O:36][C:37]([C:39]1([NH2:44])[CH2:41][CH:40]1[CH:42]=[CH2:43])=[O:38])[CH3:35].CCN(C(C)C)C(C)C.CN(C(ON1N=NC2C=CC=NC1=2)=[N+](C)C)C.F[P-](F)(F)(F)(F)F, predict the reaction product. The product is: [CH2:34]([O:36][C:37]([C@@:39]1([NH:44][C:25]([C@@H:24]2[CH2:29][C@H:27]([OH:26])[CH2:28][C@H:23]2[C:21]([NH:20][C@H:15]([C:13]([NH:12][C@@H:7]([CH:1]2[CH2:2][CH2:3][CH2:4][CH2:5][CH2:6]2)[C:8]([NH:10][CH3:11])=[O:9])=[O:14])[C:16]([CH3:19])([CH3:17])[CH3:18])=[O:22])=[O:30])[CH2:41][CH:40]1[CH:42]=[CH2:43])=[O:38])[CH3:35].